From a dataset of Forward reaction prediction with 1.9M reactions from USPTO patents (1976-2016). Predict the product of the given reaction. (1) Given the reactants [CH3:1][C:2]1[CH2:7][CH2:6][CH2:5][C:4]([CH3:9])([CH3:8])[C:3]=1[CH2:10][CH2:11][CH2:12][CH2:13][CH2:14][CH2:15][CH2:16][CH2:17][C:18]([O:20]CC)=[O:19].[OH-].[K+].O, predict the reaction product. The product is: [CH3:1][C:2]1[CH2:7][CH2:6][CH2:5][C:4]([CH3:8])([CH3:9])[C:3]=1[CH2:10][CH2:11][CH2:12][CH2:13][CH2:14][CH2:15][CH2:16][CH2:17][C:18]([OH:20])=[O:19]. (2) Given the reactants [Cl:1][C:2]1[CH:7]=[CH:6][N:5]=[C:4]([N:8]2[CH2:19][CH2:18][N:17]3[C:10](=[CH:11][C:12]4[CH2:13][C:14]([CH3:21])([CH3:20])[CH2:15][C:16]=43)[C:9]2=[O:22])[C:3]=1[CH2:23][OH:24].C(N(CC)CC)C.[C:32](Cl)(=[O:34])[CH3:33], predict the reaction product. The product is: [C:32]([O:24][CH2:23][C:3]1[C:4]([N:8]2[CH2:19][CH2:18][N:17]3[C:10](=[CH:11][C:12]4[CH2:13][C:14]([CH3:21])([CH3:20])[CH2:15][C:16]=43)[C:9]2=[O:22])=[N:5][CH:6]=[CH:7][C:2]=1[Cl:1])(=[O:34])[CH3:33]. (3) Given the reactants [C:1](O)(C(F)(F)F)=O.O[CH2:9][C:10]1[CH:15]=[CH:14][C:13]([O:16][C:17](=[O:26])[N:18]([CH3:25])[C:19]2[CH:24]=[CH:23][CH:22]=[CH:21][CH:20]=2)=[CH:12][CH:11]=1.[SH:27][C:28]1[N:29](C)[CH:30]=[CH:31][N:32]=1, predict the reaction product. The product is: [CH3:1][CH:9]([S:27][C:28]1[NH:29][CH:30]=[CH:31][N:32]=1)[C:10]1[CH:15]=[CH:14][C:13]([O:16][C:17](=[O:26])[N:18]([CH3:25])[C:19]2[CH:24]=[CH:23][CH:22]=[CH:21][CH:20]=2)=[CH:12][CH:11]=1. (4) Given the reactants [NH2:1][C:2]1[S:3][CH:4]=[CH:5][C:6]=1[C:7]([NH2:9])=[O:8].[F:10][C:11]1[CH:19]=[CH:18][CH:17]=[CH:16][C:12]=1[C:13](Cl)=[O:14], predict the reaction product. The product is: [F:10][C:11]1[CH:19]=[CH:18][CH:17]=[CH:16][C:12]=1[C:13]([NH:1][C:2]1[S:3][CH:4]=[CH:5][C:6]=1[C:7]([NH2:9])=[O:8])=[O:14]. (5) The product is: [I:11][C:10]1[C:9]([CH3:12])=[CH:8][CH:7]=[C:3]2[C:2]=1[N:1]=[CH:13][NH:15][C:4]2=[O:5]. Given the reactants [NH2:1][C:2]1[C:10]([I:11])=[C:9]([CH3:12])[CH:8]=[CH:7][C:3]=1[C:4](O)=[O:5].[CH:13]([NH2:15])=O, predict the reaction product. (6) Given the reactants [F:1][C:2]([F:22])([F:21])[O:3][C:4]1[CH:9]=[CH:8][C:7]([N:10]2[CH2:14][CH2:13][C:12]3([CH2:19][CH2:18][NH:17][CH2:16][CH2:15]3)[C:11]2=[O:20])=[CH:6][CH:5]=1.O=C(Cl)[O:25][C:26](Cl)(Cl)Cl.[CH3:31][NH:32][C:33]1[CH:38]=[CH:37][C:36]([C:39]([F:42])([F:41])[F:40])=[CH:35][CH:34]=1, predict the reaction product. The product is: [CH3:31][N:32]([C:33]1[CH:34]=[CH:35][C:36]([C:39]([F:40])([F:41])[F:42])=[CH:37][CH:38]=1)[C:26]([N:17]1[CH2:16][CH2:15][C:12]2([C:11](=[O:20])[N:10]([C:7]3[CH:8]=[CH:9][C:4]([O:3][C:2]([F:1])([F:21])[F:22])=[CH:5][CH:6]=3)[CH2:14][CH2:13]2)[CH2:19][CH2:18]1)=[O:25]. (7) Given the reactants [C:1]([O:5][C:6]([N:8]1[CH2:12][C@@H:11]([NH:13]C(OCC[Si](C)(C)C)=O)[C@H:10]([CH2:23][NH:24][CH:25]([CH3:27])[CH3:26])[CH2:9]1)=[O:7])([CH3:4])([CH3:3])[CH3:2].[CH3:28][O:29][C:30]1[CH:38]=[CH:37][C:33]([C:34](O)=[O:35])=[CH:32][C:31]=1[O:39][CH2:40][CH2:41][CH:42]1[CH2:46][CH2:45][CH2:44][O:43]1.CCCCCC.CCOC(C)=O.CC#N.O, predict the reaction product. The product is: [C:1]([O:5][C:6]([N:8]1[CH2:9][C@@H:10]([CH2:23][N:24]([CH:25]([CH3:26])[CH3:27])[C:34](=[O:35])[C:33]2[CH:37]=[CH:38][C:30]([O:29][CH3:28])=[C:31]([O:39][CH2:40][CH2:41][CH:42]3[CH2:46][CH2:45][CH2:44][O:43]3)[CH:32]=2)[C@H:11]([NH2:13])[CH2:12]1)=[O:7])([CH3:2])([CH3:3])[CH3:4].